From a dataset of Full USPTO retrosynthesis dataset with 1.9M reactions from patents (1976-2016). Predict the reactants needed to synthesize the given product. (1) Given the product [CH3:28][O:18][C:12]1[CH:11]=[C:10]([N+:7]([O-:9])=[O:8])[CH:15]=[CH:14][C:13]=1[O:16][CH2:17][CH2:22][N:23]1[CH2:27][CH2:26][CH2:25][CH2:24]1, predict the reactants needed to synthesize it. The reactants are: C(=O)([O-])[O-].[K+].[K+].[N+:7]([C:10]1[CH:11]=[C:12]([OH:18])[C:13]([O:16][CH3:17])=[CH:14][CH:15]=1)([O-:9])=[O:8].Cl.ClC[CH2:22][N:23]1[CH2:27][CH2:26][CH2:25][CH2:24]1.[C:28](OCC)(=O)C. (2) Given the product [CH3:33][CH:34]([CH3:68])[C@H:35]([N:40]1[CH2:48][C:47]2[C:42](=[CH:43][C:44]([C:49]3[CH:50]=[CH:51][C:52]([NH:55][C:56](=[O:66])[C:57]4[C:58]([CH3:65])=[CH:59][C:60]([CH3:64])=[CH:61][C:62]=4[CH3:63])=[CH:53][CH:54]=3)=[CH:45][CH:46]=2)[C:41]1=[O:67])[C:36]([OH:38])=[O:37], predict the reactants needed to synthesize it. The reactants are: C(NC1C=CC(C2C=C3C(CN([C@@H](C(C)C)C(O)=O)C3=O)=CC=2)=CC=1)(=O)C1C=CC=CC=1.[CH3:33][CH:34]([CH3:68])[C@H:35]([N:40]1[CH2:48][C:47]2[C:42](=[CH:43][C:44]([C:49]3[CH:54]=[CH:53][C:52]([NH:55][C:56](=[O:66])[C:57]4[C:62]([CH3:63])=[CH:61][C:60]([CH3:64])=[CH:59][C:58]=4[CH3:65])=[CH:51][CH:50]=3)=[CH:45][CH:46]=2)[C:41]1=[O:67])[C:36]([O:38]C)=[O:37]. (3) Given the product [Cl:1][C:2]1[CH:3]=[CH:4][C:5]([C:8]2[CH:9]=[CH:10][C:11]([C:14]([N:31]3[CH2:32][CH2:33][CH2:34][CH:29]([C:26]4[CH:27]=[CH:28][C:23]([CH2:22][N:17]5[CH2:18][CH2:19][CH2:20][CH2:21]5)=[CH:24][CH:25]=4)[CH2:30]3)=[O:16])=[CH:12][CH:13]=2)=[CH:6][CH:7]=1, predict the reactants needed to synthesize it. The reactants are: [Cl:1][C:2]1[CH:7]=[CH:6][C:5]([C:8]2[CH:13]=[CH:12][C:11]([C:14]([OH:16])=O)=[CH:10][CH:9]=2)=[CH:4][CH:3]=1.[N:17]1([CH2:22][C:23]2[CH:28]=[CH:27][C:26]([CH:29]3[CH2:34][CH2:33][CH2:32][NH:31][CH2:30]3)=[CH:25][CH:24]=2)[CH2:21][CH2:20][CH2:19][CH2:18]1.